From a dataset of Forward reaction prediction with 1.9M reactions from USPTO patents (1976-2016). Predict the product of the given reaction. (1) Given the reactants C1C=C(N2CCN([CH2:15][CH2:16][CH2:17][CH2:18][O:19][C:20]3[CH:21]=[CH:22][C:23]4[CH2:30][CH2:29][C:27](=[O:28])[NH:26][C:24]=4[CH:25]=3)CC2)C(Cl)=C(Cl)C=1.OC1C=C2C(CCC(=O)N2)=CC=1.[Br:43]CCCCBr.[OH-].[Na+].[OH-].[K+], predict the reaction product. The product is: [Br:43][CH2:15][CH2:16][CH2:17][CH2:18][O:19][C:20]1[CH:25]=[C:24]2[C:23]([CH2:30][CH2:29][C:27](=[O:28])[NH:26]2)=[CH:22][CH:21]=1. (2) Given the reactants CS([O:5][CH2:6][CH2:7][C@@H:8]1[CH2:13][N:12]([C:14]([O:16][CH2:17][C:18]2[CH:23]=[CH:22][CH:21]=[CH:20][CH:19]=2)=[O:15])[CH2:11][CH2:10][N:9]1[C:24]([O:26][C:27]([CH3:30])([CH3:29])[CH3:28])=[O:25])(=O)=O.O[C:32]1[CH:33]=[C:34]([CH:39]=[CH:40][C:41]=1[O:42][CH3:43])[C:35]([O:37][CH3:38])=[O:36].C(=O)([O-])[O-].[Cs+].[Cs+], predict the reaction product. The product is: [CH3:43][O:42][C:41]1[CH:32]=[CH:33][C:34]([C:35]([O:37][CH3:38])=[O:36])=[CH:39][C:40]=1[O:5][CH2:6][CH2:7][C@@H:8]1[CH2:13][N:12]([C:14]([O:16][CH2:17][C:18]2[CH:23]=[CH:22][CH:21]=[CH:20][CH:19]=2)=[O:15])[CH2:11][CH2:10][N:9]1[C:24]([O:26][C:27]([CH3:30])([CH3:29])[CH3:28])=[O:25].